Dataset: Full USPTO retrosynthesis dataset with 1.9M reactions from patents (1976-2016). Task: Predict the reactants needed to synthesize the given product. Given the product [CH3:38][NH:39][C:4]([C:6]1[C:7](=[O:37])[C:8]2[CH:13]=[N:12][C:11]([NH:14][C:15]3[CH:16]=[CH:17][C:18]([N:21]4[CH2:26][CH2:25][N:24]([CH3:27])[CH2:23][CH2:22]4)=[CH:19][CH:20]=3)=[N:10][C:9]=2[N:28]([CH2:30][C:31]2[CH:36]=[CH:35][CH:34]=[CH:33][CH:32]=2)[CH:29]=1)=[O:3], predict the reactants needed to synthesize it. The reactants are: C([O:3][C:4]([C:6]1[C:7](=[O:37])[C:8]2[CH:13]=[N:12][C:11]([NH:14][C:15]3[CH:20]=[CH:19][C:18]([N:21]4[CH2:26][CH2:25][N:24]([CH3:27])[CH2:23][CH2:22]4)=[CH:17][CH:16]=3)=[N:10][C:9]=2[N:28]([CH2:30][C:31]2[CH:36]=[CH:35][CH:34]=[CH:33][CH:32]=2)[CH:29]=1)=O)C.[CH3:38][NH2:39].